From a dataset of Retrosynthesis with 50K atom-mapped reactions and 10 reaction types from USPTO. Predict the reactants needed to synthesize the given product. (1) Given the product CNC(=O)Nc1ccc(Oc2ccc3sncc3c2)c(C(F)(F)F)c1, predict the reactants needed to synthesize it. The reactants are: CN=C=O.Nc1ccc(Oc2ccc3sncc3c2)c(C(F)(F)F)c1. (2) Given the product COC(=O)c1ccc(OCCCCl)c(OC)c1, predict the reactants needed to synthesize it. The reactants are: COC(=O)c1ccc(O)c(OC)c1.ClCCCBr.